From a dataset of Forward reaction prediction with 1.9M reactions from USPTO patents (1976-2016). Predict the product of the given reaction. (1) Given the reactants [N+](=[CH2:3])=[N-].N(N(C)C(N)=O)=O.[OH-].[K+].[CH2:13]([C:16]1[C:21]([OH:22])=[CH:20][CH:19]=[C:18]([NH2:23])[C:17]=1[C:24]([C:26]1[CH:31]=[CH:30][C:29]([CH:32]([CH3:34])[CH3:33])=[CH:28][CH:27]=1)=[O:25])[CH:14]=[CH2:15], predict the reaction product. The product is: [NH2:23][C:18]1[C:17]([C:24]([C:26]2[CH:27]=[CH:28][C:29]([CH:32]([CH3:34])[CH3:33])=[CH:30][CH:31]=2)=[O:25])=[C:16]([CH2:13][CH:14]2[CH2:3][CH2:15]2)[C:21]([OH:22])=[CH:20][CH:19]=1. (2) Given the reactants [S:1]([O-:4])([O-:3])=[O:2].[OH-].[Na+:6], predict the reaction product. The product is: [OH:3][S:1]([O-:4])=[O:2].[Na+:6].[O-:3][S:1]([O-:4])=[O:2].[Na+:6].[Na+:6].